This data is from Full USPTO retrosynthesis dataset with 1.9M reactions from patents (1976-2016). The task is: Predict the reactants needed to synthesize the given product. (1) Given the product [C:1]([C:3]1[CH:4]=[C:5]([CH:27]=[CH:28][CH:29]=1)[C:6]([NH:8][CH2:9][C:10]1[CH:11]=[C:12]([C:17]2[CH:22]=[C:21]([CH2:23][N:37]3[CH2:42][CH2:41][NH:40][CH2:39][CH2:38]3)[CH:20]=[CH:19][C:18]=2[O:25][CH3:26])[C:13]([F:16])=[CH:14][CH:15]=1)=[O:7])#[N:2], predict the reactants needed to synthesize it. The reactants are: [C:1]([C:3]1[CH:4]=[C:5]([CH:27]=[CH:28][CH:29]=1)[C:6]([NH:8][CH2:9][C:10]1[CH:11]=[C:12]([C:17]2[CH:22]=[C:21]([CH:23]=O)[CH:20]=[CH:19][C:18]=2[O:25][CH3:26])[C:13]([F:16])=[CH:14][CH:15]=1)=[O:7])#[N:2].[O-]S([O-])(=O)=O.[Na+].[Na+].[N:37]1(C(OC(C)(C)C)=O)[CH2:42][CH2:41][NH:40][CH2:39][CH2:38]1.[BH-](OC(C)=O)(OC(C)=O)OC(C)=O.[Na+]. (2) The reactants are: [O-][Mn](=O)(=O)=O.[K+].[CH3:7][C:8]1[CH:9]=[C:10]([B:14]([OH:16])[OH:15])[CH:11]=CC=1.[OH-:17].[Na+].[CH3:19][CH2:20][OH:21]. Given the product [C:20]([C:19]1[CH:11]=[C:10]([B:14]([OH:16])[OH:15])[CH:9]=[CH:8][CH:7]=1)([OH:17])=[O:21], predict the reactants needed to synthesize it. (3) Given the product [Cl:1][C:2]1[CH:3]=[C:4]([CH:18]=[CH:19][C:20]=1[O:21][CH3:22])[CH2:5][NH:6][C:7]1[C:12]([C:13]([O:15][CH3:23])=[O:14])=[C:11]([Cl:16])[N:10]=[C:9]([Cl:17])[N:8]=1, predict the reactants needed to synthesize it. The reactants are: [Cl:1][C:2]1[CH:3]=[C:4]([CH:18]=[CH:19][C:20]=1[O:21][CH3:22])[CH2:5][NH:6][C:7]1[C:12]([C:13]([OH:15])=[O:14])=[C:11]([Cl:16])[N:10]=[C:9]([Cl:17])[N:8]=1.[CH3:23]SC1N=C(NCC2C=CC(OC)=C(Cl)C=2)C(C(OCC)=O)=CN=1.C(=O)([O-])O.[Na+].CI.C(OC(C)C)(C)C. (4) Given the product [CH2:5]([S:7]([C:10]1[CH:15]=[CH:14][C:13]([OH:16])=[C:12]([N+:1]([O-:4])=[O:2])[CH:11]=1)(=[O:9])=[O:8])[CH3:6], predict the reactants needed to synthesize it. The reactants are: [N+:1]([O-:4])(O)=[O:2].[CH2:5]([S:7]([C:10]1[CH:15]=[CH:14][C:13]([OH:16])=[CH:12][CH:11]=1)(=[O:9])=[O:8])[CH3:6]. (5) Given the product [CH3:45][N:43]([CH3:44])[CH2:42][CH2:41][C@H:30]([OH:29])[C:31]([NH:33][C:34]1[CH:39]=[CH:38][C:37]([CH3:40])=[CH:36][N:35]=1)=[O:32], predict the reactants needed to synthesize it. The reactants are: CCCC[N+](CCCC)(CCCC)CCCC.O.O.O.[F-].[Si]([O:29][C@@H:30]([CH2:41][CH2:42][N:43]([CH3:45])[CH3:44])[C:31]([NH:33][C:34]1[CH:39]=[CH:38][C:37]([CH3:40])=[CH:36][N:35]=1)=[O:32])(C(C)(C)C)(C)C.O.CCOC(C)=O.